This data is from Full USPTO retrosynthesis dataset with 1.9M reactions from patents (1976-2016). The task is: Predict the reactants needed to synthesize the given product. (1) Given the product [N:2]1[CH:7]=[CH:6][CH:5]=[C:4]([O:8][C:9]2[CH:10]=[CH:11][C:12]([C:15]3[O:19][C:18]([NH:20][C:26](=[O:27])[C:25]4[CH:29]=[CH:30][CH:31]=[C:23]([C:22]([F:21])([F:32])[F:33])[CH:24]=4)=[N:17][N:16]=3)=[CH:13][CH:14]=2)[CH:3]=1, predict the reactants needed to synthesize it. The reactants are: Br.[N:2]1[CH:7]=[CH:6][CH:5]=[C:4]([O:8][C:9]2[CH:14]=[CH:13][C:12]([C:15]3[O:19][C:18]([NH2:20])=[N:17][N:16]=3)=[CH:11][CH:10]=2)[CH:3]=1.[F:21][C:22]([F:33])([F:32])[C:23]1[CH:24]=[C:25]([CH:29]=[CH:30][CH:31]=1)[C:26](Cl)=[O:27]. (2) Given the product [CH2:8]([O:7][C:1](=[O:6])[CH:2]([C:3](=[O:4])[CH3:5])[C:13](=[O:14])[CH2:12][O:11][CH3:10])[CH3:9], predict the reactants needed to synthesize it. The reactants are: [C:1]([O:7][CH2:8][CH3:9])(=[O:6])[CH2:2][C:3]([CH3:5])=[O:4].[CH3:10][O:11][CH2:12][C:13](Cl)=[O:14]. (3) Given the product [C:26]1([C:32]2[C:33]([C:44]3[CH:45]=[CH:46][C:47]([CH2:50][N:51]4[CH2:52][CH2:53][CH:54]([C:57]5[N:61]=[C:60]([C:62]6[CH:67]=[CH:66][CH:65]=[CH:64][N:63]=6)[NH:59][N:58]=5)[CH2:55][CH2:56]4)=[CH:48][CH:49]=3)=[N:34][C:35]3[N:36]([N:38]=[C:39]([C:41]([OH:42])=[O:4])[CH:40]=3)[CH:37]=2)[CH:27]=[CH:28][CH:29]=[CH:30][CH:31]=1, predict the reactants needed to synthesize it. The reactants are: N(C(C1CCN(C(OC(C)(C)C)=O)CC1)=[O:4])N.N1C=CC=CC=1C#N.[C:26]1([C:32]2[C:33]([C:44]3[CH:49]=[CH:48][C:47]([CH2:50][N:51]4[CH2:56][CH2:55][CH:54]([C:57]5[N:61]=[C:60]([C:62]6[CH:67]=[CH:66][CH:65]=[CH:64][N:63]=6)[NH:59][N:58]=5)[CH2:53][CH2:52]4)=[CH:46][CH:45]=3)=[N:34][C:35]3[N:36]([N:38]=[C:39]([C:41](N)=[O:42])[CH:40]=3)[CH:37]=2)[CH:31]=[CH:30][CH:29]=[CH:28][CH:27]=1.[BH-](OC(C)=O)(OC(C)=O)OC(C)=O.[Na+].